This data is from Forward reaction prediction with 1.9M reactions from USPTO patents (1976-2016). The task is: Predict the product of the given reaction. Given the reactants [C:1]([O:5][C:6]([N:8]1[C:12](=[O:13])[CH:11]=[CH:10][CH:9]1[C:14]([CH3:22])([CH3:21])[O:15][SiH2:16][C:17]([CH3:20])([CH3:19])[CH3:18])=[O:7])([CH3:4])([CH3:3])[CH3:2].[CH:23]1[CH2:27][CH:26]=[CH:25][CH:24]=1, predict the reaction product. The product is: [C:1]([O:5][C:6]([N:8]1[C:12](=[O:13])[CH:11]2[CH:10]([CH:27]3[CH2:26][CH:25]2[CH:24]=[CH:23]3)[CH:9]1[C:14]([CH3:22])([CH3:21])[O:15][SiH2:16][C:17]([CH3:20])([CH3:19])[CH3:18])=[O:7])([CH3:4])([CH3:3])[CH3:2].